This data is from Full USPTO retrosynthesis dataset with 1.9M reactions from patents (1976-2016). The task is: Predict the reactants needed to synthesize the given product. (1) Given the product [CH2:16]([O:18][C:19]([C:21]1[N:22]([CH3:36])[C:23]([CH3:35])=[C:24]([C:33]#[N:34])[C:25]=1[C:26]1[CH:31]=[CH:30][C:29]([O:6][S:3]([C:2]([F:15])([F:14])[F:1])(=[O:5])=[O:4])=[CH:28][CH:27]=1)=[O:20])[CH3:17], predict the reactants needed to synthesize it. The reactants are: [F:1][C:2]([F:15])([F:14])[S:3]([O:6]S(C(F)(F)F)(=O)=O)(=[O:5])=[O:4].[CH2:16]([O:18][C:19]([C:21]1[N:22]([CH3:36])[C:23]([CH3:35])=[C:24]([C:33]#[N:34])[C:25]=1[C:26]1[CH:31]=[CH:30][C:29](O)=[CH:28][CH:27]=1)=[O:20])[CH3:17].N1C=CC=CC=1. (2) Given the product [C:20]([O:19][C:17]([NH:16][CH2:15][CH2:14][O:13][C:10]1[CH:9]=[CH:8][C:7]([C@@H:2]([NH:1][S:41]([C:38]2[CH:37]=[CH:36][C:35]([O:34][CH2:30][C:31]#[C:32][CH3:33])=[CH:40][CH:39]=2)(=[O:43])=[O:42])[C:3]([O:5][CH3:6])=[O:4])=[CH:12][CH:11]=1)=[O:18])([CH3:23])([CH3:22])[CH3:21], predict the reactants needed to synthesize it. The reactants are: [NH2:1][C@H:2]([C:7]1[CH:12]=[CH:11][C:10]([O:13][CH2:14][CH2:15][NH:16][C:17]([O:19][C:20]([CH3:23])([CH3:22])[CH3:21])=[O:18])=[CH:9][CH:8]=1)[C:3]([O:5][CH3:6])=[O:4].N1C=CC=CC=1.[CH2:30]([O:34][C:35]1[CH:40]=[CH:39][C:38]([S:41](Cl)(=[O:43])=[O:42])=[CH:37][CH:36]=1)[C:31]#[C:32][CH3:33].